This data is from Forward reaction prediction with 1.9M reactions from USPTO patents (1976-2016). The task is: Predict the product of the given reaction. Given the reactants [CH3:1][O:2][C:3]1[CH:12]=[CH:11][C:6]2[N:7]=[C:8]([NH2:10])[S:9][C:5]=2[CH:4]=1.[I:13][C:14]1[CH:22]=[CH:21][C:17]([C:18](O)=[O:19])=[CH:16][CH:15]=1.C(P1(=O)OP(CCC)(=O)OP(CCC)(=O)O1)CC.CCN(C(C)C)C(C)C, predict the reaction product. The product is: [I:13][C:14]1[CH:22]=[CH:21][C:17]([C:18]([NH:10][C:8]2[S:9][C:5]3[CH:4]=[C:3]([O:2][CH3:1])[CH:12]=[CH:11][C:6]=3[N:7]=2)=[O:19])=[CH:16][CH:15]=1.